This data is from Full USPTO retrosynthesis dataset with 1.9M reactions from patents (1976-2016). The task is: Predict the reactants needed to synthesize the given product. (1) Given the product [Cl:1][C:2]1[CH:7]=[CH:6][C:5]([C:8]2[NH:9][C:10]3[N:11]([N:15]=[C:16]([O:26][CH3:27])[C:17]=3[C:18]3[O:19][N:23]=[C:21]([CH3:22])[N:20]=3)[C:12](=[O:14])[CH:13]=2)=[CH:4][CH:3]=1, predict the reactants needed to synthesize it. The reactants are: [Cl:1][C:2]1[CH:7]=[CH:6][C:5]([C:8]2[NH:9][C:10]3[N:11]([N:15]=[C:16]([O:26][CH3:27])[C:17]=3[C:18](/[N:20]=[C:21](/[N:23](C)C)\[CH3:22])=[O:19])[C:12](=[O:14])[CH:13]=2)=[CH:4][CH:3]=1.NO.Cl.[OH-].[Na+].CC(O)=O. (2) The reactants are: [NH2:1][C:2]1[CH:3]=[C:4]([C:8]([OH:17])([C:13]([F:16])([F:15])[F:14])[C:9]([F:12])([F:11])[F:10])[CH:5]=[CH:6][CH:7]=1.[C:18]([O:22][C:23]([N:25]1[CH2:29][CH2:28][CH2:27][CH:26]1[CH2:30]O)=[O:24])([CH3:21])([CH3:20])[CH3:19].C1C=CC(P(C2C=CC=CC=2)C2C=CC=CC=2)=CC=1.CCOC(/N=N/C(OCC)=O)=O. Given the product [C:18]([O:22][C:23]([N:25]1[CH2:29][CH2:28][CH2:27][CH:26]1[CH2:30][O:17][C:8]([C:4]1[CH:5]=[CH:6][CH:7]=[C:2]([NH2:1])[CH:3]=1)([C:9]([F:10])([F:11])[F:12])[C:13]([F:14])([F:15])[F:16])=[O:24])([CH3:21])([CH3:19])[CH3:20], predict the reactants needed to synthesize it. (3) Given the product [C:1]([O:5][C:6](=[O:19])[NH:7][C:8]1[CH:13]=[CH:12][C:11]([C:14]([F:17])([F:16])[F:15])=[CH:10][C:9]=1[NH:18][C:25](=[O:24])[CH2:26][C:27](=[O:40])[C:28]1[CH:33]=[CH:32][CH:31]=[C:30]([C:34]2[N:35]=[N:36][CH:37]=[CH:38][CH:39]=2)[CH:29]=1)([CH3:4])([CH3:2])[CH3:3], predict the reactants needed to synthesize it. The reactants are: [C:1]([O:5][C:6](=[O:19])[NH:7][C:8]1[CH:13]=[CH:12][C:11]([C:14]([F:17])([F:16])[F:15])=[CH:10][C:9]=1[NH2:18])([CH3:4])([CH3:3])[CH3:2].C([O:24][C:25](=O)[CH2:26][C:27](=[O:40])[C:28]1[CH:33]=[CH:32][CH:31]=[C:30]([C:34]2[N:35]=[N:36][CH:37]=[CH:38][CH:39]=2)[CH:29]=1)(C)(C)C.